The task is: Regression/Classification. Given a drug SMILES string, predict its absorption, distribution, metabolism, or excretion properties. Task type varies by dataset: regression for continuous measurements (e.g., permeability, clearance, half-life) or binary classification for categorical outcomes (e.g., BBB penetration, CYP inhibition). Dataset: cyp2c9_veith.. This data is from CYP2C9 inhibition data for predicting drug metabolism from PubChem BioAssay. The compound is CCN(CC)c1cc(C)c2cc(NC(=O)c3ccc(Br)o3)ccc2n1. The result is 0 (non-inhibitor).